From a dataset of Forward reaction prediction with 1.9M reactions from USPTO patents (1976-2016). Predict the product of the given reaction. (1) The product is: [F:23][C:24]1[CH:25]=[C:26](/[CH:33]=[CH:34]/[C:35]([O:37][CH3:38])=[O:36])[CH:27]=[C:28]([F:32])[C:29]=1[C@@H:30]1[C:6]2[NH:5][C:13]3[C:8]([C:7]=2[CH2:14][C@@H:15]([CH3:16])[N:17]1[CH2:18][C@H:19]([CH3:22])[CH2:20][F:21])=[CH:9][CH:10]=[CH:11][CH:12]=3. Given the reactants C(O)(=O)C.[NH:5]1[C:13]2[C:8](=[CH:9][CH:10]=[CH:11][CH:12]=2)[C:7]([CH2:14][C@H:15]([NH:17][CH2:18][C@H:19]([CH3:22])[CH2:20][F:21])[CH3:16])=[CH:6]1.[F:23][C:24]1[CH:25]=[C:26](/[CH:33]=[CH:34]/[C:35]([O:37][CH3:38])=[O:36])[CH:27]=[C:28]([F:32])[C:29]=1[CH:30]=O, predict the reaction product. (2) Given the reactants C(O[C:6]([N:8]1CC[CH:10]([NH:13][C:14]([C:16]2[S:17][CH:18]=[CH:19][C:20]=2[NH:21][C:22]2[CH:27]=[CH:26][N:25]=[C:24]3[NH:28][CH:29]=[CH:30][C:23]=23)=[O:15])[CH2:9]1)=O)(C)(C)C.[C:31]1(NCCN)[CH:36]=[CH:35]C=[CH:33][CH:32]=1, predict the reaction product. The product is: [C:6]1([NH:8][CH2:9][CH2:10][NH:13][C:14]([C:16]2[S:17][CH:18]=[CH:19][C:20]=2[NH:21][C:22]2[CH:27]=[CH:26][N:25]=[C:24]3[NH:28][CH:29]=[CH:30][C:23]=23)=[O:15])[CH:35]=[CH:36][CH:31]=[CH:32][CH:33]=1. (3) Given the reactants [Cl:1][C:2]1[CH:3]=[CH:4][C:5]([S:42]([CH2:45][CH3:46])(=[O:44])=[O:43])=[C:6]([CH2:8][N:9]2[C:18](=[O:19])[C:17]3[C:12](=[C:13]([CH2:24][N:25]4[CH2:30][CH2:29][N:28]([CH:31]5[CH2:34][N:33](C(OC(C)(C)C)=O)[CH2:32]5)[CH2:27][CH2:26]4)[CH:14]=[C:15]([C:20]([F:23])([F:22])[F:21])[CH:16]=3)[N:11]=[CH:10]2)[CH:7]=1.Cl.C(S(N1C=CC=C1CN)(=O)=O)C, predict the reaction product. The product is: [NH:33]1[CH2:34][CH:31]([N:28]2[CH2:27][CH2:26][N:25]([CH2:24][C:13]3[CH:14]=[C:15]([C:20]([F:21])([F:22])[F:23])[CH:16]=[C:17]4[C:12]=3[N:11]=[CH:10][N:9]([CH2:8][C:6]3[CH:7]=[C:2]([Cl:1])[CH:3]=[CH:4][C:5]=3[S:42]([CH2:45][CH3:46])(=[O:44])=[O:43])[C:18]4=[O:19])[CH2:30][CH2:29]2)[CH2:32]1. (4) Given the reactants [CH2:1]([N:8]1[CH:16]([OH:17])[C:15]2[C:10](=[CH:11][CH:12]=[CH:13][CH:14]=2)[C:9]1=[O:18])[C:2]1[CH:7]=[CH:6][CH:5]=[CH:4][CH:3]=1.[H-].[Na+].Br[CH2:22][C:23]([O:25][CH2:26][CH3:27])=[O:24], predict the reaction product. The product is: [CH2:26]([O:25][C:23](=[O:24])[CH2:22][O:18][CH:9]1[C:10]2[C:15](=[CH:14][CH:13]=[CH:12][CH:11]=2)[C:16](=[O:17])[N:8]1[CH2:1][C:2]1[CH:3]=[CH:4][CH:5]=[CH:6][CH:7]=1)[CH3:27].